This data is from Catalyst prediction with 721,799 reactions and 888 catalyst types from USPTO. The task is: Predict which catalyst facilitates the given reaction. Reactant: [NH2:1][C@H:2]1[CH2:7][CH2:6][CH2:5][CH2:4][C@H:3]1[NH:8][C:9]1[CH:10]=[C:11]([NH:17][C:18]2[O:22][N:21]=[C:20]([C:23]3[CH:28]=[CH:27][CH:26]=[CH:25][CH:24]=3)[CH:19]=2)[C:12]([C:15]#[N:16])=[N:13][CH:14]=1.[OH-].[Na+].OO.CC(O)=[O:35]. Product: [NH2:1][C@H:2]1[CH2:7][CH2:6][CH2:5][CH2:4][C@H:3]1[NH:8][C:9]1[CH:10]=[C:11]([NH:17][C:18]2[O:22][N:21]=[C:20]([C:23]3[CH:28]=[CH:27][CH:26]=[CH:25][CH:24]=3)[CH:19]=2)[C:12]([C:15]([NH2:16])=[O:35])=[N:13][CH:14]=1. The catalyst class is: 593.